From a dataset of Catalyst prediction with 721,799 reactions and 888 catalyst types from USPTO. Predict which catalyst facilitates the given reaction. (1) The catalyst class is: 92. Product: [C:34]([N:26]([C:27]1[CH:28]=[CH:29][C:30]([Cl:33])=[CH:31][CH:32]=1)[C@H:19]1[C:20]2[C:25](=[CH:24][CH:23]=[CH:22][CH:21]=2)[N:16]([C:14]([C:11]2[CH:12]=[CH:13][C:8]([O:7][CH2:6][C@@H:5]([OH:38])[CH2:4][C:3]([OH:39])=[O:2])=[CH:9][CH:10]=2)=[O:15])[C@@H:17]([CH3:37])[CH2:18]1)(=[O:36])[CH3:35]. Reactant: C[O:2][C:3](=[O:39])[CH2:4][C@H:5]([OH:38])[CH2:6][O:7][C:8]1[CH:13]=[CH:12][C:11]([C:14]([N:16]2[C:25]3[C:20](=[CH:21][CH:22]=[CH:23][CH:24]=3)[C@H:19]([N:26]([C:34](=[O:36])[CH3:35])[C:27]3[CH:32]=[CH:31][C:30]([Cl:33])=[CH:29][CH:28]=3)[CH2:18][C@@H:17]2[CH3:37])=[O:15])=[CH:10][CH:9]=1.[Li+].[OH-]. (2) Reactant: [F:1][C:2]1[CH:10]=[CH:9][C:5]([C:6]([OH:8])=O)=[CH:4][CH:3]=1.[N:11]1[C:20]2[C:15](=[CH:16][CH:17]=[CH:18][CH:19]=2)[CH:14]=[C:13]([NH2:21])[CH:12]=1.C(N(CC)C(C)C)(C)C. Product: [F:1][C:2]1[CH:3]=[CH:4][C:5]([C:6]([NH:21][C:13]2[CH:12]=[N:11][C:20]3[C:15]([CH:14]=2)=[CH:16][CH:17]=[CH:18][CH:19]=3)=[O:8])=[CH:9][CH:10]=1. The catalyst class is: 10. (3) The catalyst class is: 1. Reactant: Br[C:2]1[CH:7]=[C:6]([C:8]2[C:13]([CH3:14])=[CH:12][CH:11]=[CH:10][C:9]=2[CH3:15])[CH:5]=[C:4]([C:16]2[C:21]([CH3:22])=[CH:20][CH:19]=[CH:18][C:17]=2[CH3:23])[CH:3]=1.[Mg].Cl[P:26](Cl)[C:27]1[CH:32]=[CH:31][CH:30]=[CH:29][C:28]=1[P:33](Cl)Cl. Product: [CH3:15][C:9]1[CH:10]=[CH:11][CH:12]=[C:13]([CH3:14])[C:8]=1[C:6]1[CH:7]=[C:2]([P:26]([C:2]2[CH:3]=[C:4]([C:16]3[C:17]([CH3:23])=[CH:18][CH:19]=[CH:20][C:21]=3[CH3:22])[CH:5]=[C:6]([C:8]3[C:9]([CH3:15])=[CH:10][CH:11]=[CH:12][C:13]=3[CH3:14])[CH:7]=2)[C:27]2[CH:32]=[CH:31][CH:30]=[CH:29][C:28]=2[P:33]([C:2]2[CH:3]=[C:4]([C:16]3[C:17]([CH3:23])=[CH:18][CH:19]=[CH:20][C:21]=3[CH3:22])[CH:5]=[C:6]([C:8]3[C:9]([CH3:15])=[CH:10][CH:11]=[CH:12][C:13]=3[CH3:14])[CH:7]=2)[C:2]2[CH:3]=[C:4]([C:16]3[C:17]([CH3:23])=[CH:18][CH:19]=[CH:20][C:21]=3[CH3:22])[CH:5]=[C:6]([C:8]3[C:9]([CH3:15])=[CH:10][CH:11]=[CH:12][C:13]=3[CH3:14])[CH:7]=2)[CH:3]=[C:4]([C:16]2[C:21]([CH3:22])=[CH:20][CH:19]=[CH:18][C:17]=2[CH3:23])[CH:5]=1. (4) Reactant: [O:1]=[C:2]1[CH:7](C(OCC)=O)[C:6](=[O:13])[CH:5]([C:14]2[CH:19]=[CH:18][CH:17]=[CH:16][CH:15]=2)[CH2:4][NH:3]1. Product: [C:14]1([CH:5]2[CH2:4][NH:3][C:2](=[O:1])[CH2:7][C:6]2=[O:13])[CH:15]=[CH:16][CH:17]=[CH:18][CH:19]=1. The catalyst class is: 47.